This data is from Forward reaction prediction with 1.9M reactions from USPTO patents (1976-2016). The task is: Predict the product of the given reaction. (1) Given the reactants [F:1][C:2]1[CH:3]=[N:4][CH:5]=[C:6]([F:10])[C:7]=1[CH2:8][OH:9].C(N(C(C)C)C(C)C)C.[CH3:20][S:21](Cl)(=[O:23])=[O:22], predict the reaction product. The product is: [CH3:20][S:21]([O:9][CH2:8][C:7]1[C:6]([F:10])=[CH:5][N:4]=[CH:3][C:2]=1[F:1])(=[O:23])=[O:22]. (2) The product is: [F:16][C:17]1[CH:41]=[CH:40][CH:39]=[C:38]([F:42])[C:18]=1[C:19]([N:21]1[CH2:9][N:8]([CH3:13])[CH2:7][N:24]([C:25]2[CH:30]=[CH:29][C:28]([S:31]([CH:34]([F:35])[F:36])(=[O:32])=[O:33])=[CH:27][C:26]=2[F:37])[C:22]1=[O:23])=[O:20]. Given the reactants P(Cl)(Cl)(Cl)(Cl)Cl.[CH3:7][N:8]1[CH2:13]N(C)CN(C)[CH2:9]1.[F:16][C:17]1[CH:41]=[CH:40][CH:39]=[C:38]([F:42])[C:18]=1[C:19]([NH:21][C:22]([NH:24][C:25]1[CH:30]=[CH:29][C:28]([S:31]([CH:34]([F:36])[F:35])(=[O:33])=[O:32])=[CH:27][C:26]=1[F:37])=[O:23])=[O:20].C(N(CC)CC)C.[OH-].[Na+], predict the reaction product. (3) Given the reactants [C:1]1([NH2:8])[CH:6]=[CH:5][CH:4]=[CH:3][C:2]=1[NH2:7].[C:9]1([CH2:15][N:16]2[C:20](=[O:21])[CH:19]=[CH:18][C:17]2=[O:22])[CH:14]=[CH:13][CH:12]=[CH:11][CH:10]=1, predict the reaction product. The product is: [C:9]1([CH2:15][NH:16][C:17](=[O:22])[CH2:18][CH:19]2[C:20](=[O:21])[NH:8][C:1]3[C:2](=[CH:3][CH:4]=[CH:5][CH:6]=3)[NH:7]2)[CH:14]=[CH:13][CH:12]=[CH:11][CH:10]=1. (4) Given the reactants Cl[CH:2]([C:7]1[CH:11]=[C:10]([C:12]2[CH:17]=[CH:16][CH:15]=[CH:14][CH:13]=2)[O:9][C:8]=1[CH2:18][O:19][CH3:20])[CH2:3][CH:4]([CH3:6])[CH3:5].[NH2:21][C:22]1[CH:27]=[CH:26][C:25]([C:28]([N:30]([CH3:38])[CH2:31][CH2:32][C:33]([O:35]CC)=[O:34])=[O:29])=[CH:24][CH:23]=1.C(=O)([O-])[O-].[Na+].[Na+].[I-].[Na+], predict the reaction product. The product is: [CH3:20][O:19][CH2:18][C:8]1[O:9][C:10]([C:12]2[CH:17]=[CH:16][CH:15]=[CH:14][CH:13]=2)=[CH:11][C:7]=1[CH:2]([NH:21][C:22]1[CH:23]=[CH:24][C:25]([C:28]([N:30]([CH3:38])[CH2:31][CH2:32][C:33]([OH:35])=[O:34])=[O:29])=[CH:26][CH:27]=1)[CH2:3][CH:4]([CH3:6])[CH3:5]. (5) Given the reactants [C:1](=O)([S:3][C@@H:4]([C:16]([C:26]1[CH:31]=[C:30]([Br:32])[CH:29]=[CH:28][C:27]=1[F:33])([CH3:25])[NH:17][C:18](=[O:24])[O:19][C:20]([CH3:23])([CH3:22])[CH3:21])[CH2:5][CH2:6][CH2:7][O:8][Si:9]([CH3:15])([CH3:14])[C:10]([CH3:13])([CH3:12])[CH3:11])[CH3:2].C[O-].[Na+].BrCC#[N:41], predict the reaction product. The product is: [Br:32][C:30]1[CH:29]=[CH:28][C:27]([F:33])=[C:26]([C@@:16]([NH:17][C:18](=[O:24])[O:19][C:20]([CH3:23])([CH3:21])[CH3:22])([CH:4]([S:3][CH2:1][C:2]#[N:41])[CH2:5][CH2:6][CH2:7][O:8][Si:9]([C:10]([CH3:13])([CH3:12])[CH3:11])([CH3:15])[CH3:14])[CH3:25])[CH:31]=1.